This data is from Full USPTO retrosynthesis dataset with 1.9M reactions from patents (1976-2016). The task is: Predict the reactants needed to synthesize the given product. (1) Given the product [Cl:27][CH:28]([Cl:32])[C:29]([NH:17][C:13]1[CH:14]=[CH:15][CH:16]=[C:11]([C:2]2[CH:3]=[N:4][C:5]3[C:10](=[CH:9][CH:8]=[CH:7][CH:6]=3)[N:1]=2)[CH:12]=1)=[O:30], predict the reactants needed to synthesize it. The reactants are: [N:1]1[C:10]2[C:5](=[CH:6][CH:7]=[CH:8][CH:9]=2)[N:4]=[CH:3][C:2]=1[C:11]1[CH:12]=[C:13]([NH2:17])[CH:14]=[CH:15][CH:16]=1.C(N(C(C)C)CC)(C)C.[Cl:27][CH:28]([Cl:32])[C:29](Cl)=[O:30]. (2) Given the product [F:28][CH:2]([F:1])[C:3]1[CH:4]=[C:5]([N:9]2[C:14]3[CH2:15][CH2:16][C:17](=[O:18])[C:13]=3[CH:12]([C:19]3[CH:20]=[CH:21][C:22]([C:23]#[N:24])=[CH:25][CH:26]=3)[N:11]([S:32]([CH3:31])(=[O:34])=[O:33])[C:10]2=[O:27])[CH:6]=[CH:7][CH:8]=1, predict the reactants needed to synthesize it. The reactants are: [F:1][CH:2]([F:28])[C:3]1[CH:4]=[C:5]([N:9]2[C:14]3[CH2:15][CH2:16][C:17](=[O:18])[C:13]=3[CH:12]([C:19]3[CH:26]=[CH:25][C:22]([C:23]#[N:24])=[CH:21][CH:20]=3)[NH:11][C:10]2=[O:27])[CH:6]=[CH:7][CH:8]=1.[H-].[Na+].[CH3:31][S:32](Cl)(=[O:34])=[O:33]. (3) Given the product [C:1]([O:5][C:6]([C:8]1[CH:13]=[CH:12][C:11]([C:14]2([OH:36])[CH2:18][C:17]([C:23]3[CH:24]=[C:25]([Cl:30])[CH:26]=[C:27]([Cl:29])[CH:28]=3)([C:19]([F:20])([F:22])[F:21])[S:16][CH:15]2[C:31]([OH:33])=[O:32])=[CH:10][C:9]=1[CH3:37])=[O:7])([CH3:4])([CH3:3])[CH3:2], predict the reactants needed to synthesize it. The reactants are: [C:1]([O:5][C:6]([C:8]1[CH:13]=[CH:12][C:11]([C:14]2([OH:36])[CH2:18][C:17]([C:23]3[CH:28]=[C:27]([Cl:29])[CH:26]=[C:25]([Cl:30])[CH:24]=3)([C:19]([F:22])([F:21])[F:20])[S:16][CH:15]2[C:31]([O:33]CC)=[O:32])=[CH:10][C:9]=1[CH3:37])=[O:7])([CH3:4])([CH3:3])[CH3:2].[OH-].Cl. (4) Given the product [NH2:8][C:9]1[CH:14]=[CH:13][C:12]([C:15]2[S:16][CH:17]=[CH:18][CH:19]=2)=[CH:11][C:10]=1[NH:20][C:21]([C:23]1[CH:24]=[CH:25][C:26]([CH2:27][NH:28][C:29]([C@H:31]2[NH:35][CH2:34][Si:33]([CH3:44])([CH3:43])[CH2:32]2)=[O:30])=[CH:45][CH:46]=1)=[O:22], predict the reactants needed to synthesize it. The reactants are: C(OC([NH:8][C:9]1[CH:14]=[CH:13][C:12]([C:15]2[S:16][CH:17]=[CH:18][CH:19]=2)=[CH:11][C:10]=1[NH:20][C:21]([C:23]1[CH:46]=[CH:45][C:26]([CH2:27][NH:28][C:29]([C@H:31]2[N:35](C(OC(C)(C)C)=O)[CH2:34][Si:33]([CH3:44])([CH3:43])[CH2:32]2)=[O:30])=[CH:25][CH:24]=1)=[O:22])=O)(C)(C)C.C(O)(C(F)(F)F)=O.